From a dataset of Reaction yield outcomes from USPTO patents with 853,638 reactions. Predict the reaction yield, written as a fraction of the theoretical maximum amount of product (1.0 means a 100% yield; for example, 0.34 means a 34% yield). (1) The reactants are [Cl:1][C:2]1[CH:3]=[CH:4][C:5]([O:24][C:25]2[CH:30]=[C:29]([F:31])[C:28]([S:32](=[O:51])(=[O:50])[N:33](CC3C=CC(OC)=CC=3OC)[C:34]3[S:35][CH:36]=[CH:37][N:38]=3)=[CH:27][C:26]=2[Cl:52])=[C:6]([CH2:8][CH2:9][CH2:10][N:11]([C:16]([O:18][CH2:19][CH2:20][CH2:21][CH2:22][CH3:23])=[O:17])[CH2:12][C:13]([OH:15])=[O:14])[CH:7]=1.Cl.CCCCC. The catalyst is ClCCl.C(OCC)(=O)C. The product is [Cl:1][C:2]1[CH:3]=[CH:4][C:5]([O:24][C:25]2[CH:30]=[C:29]([F:31])[C:28]([S:32](=[O:50])(=[O:51])[NH:33][C:34]3[S:35][CH:36]=[CH:37][N:38]=3)=[CH:27][C:26]=2[Cl:52])=[C:6]([CH2:8][CH2:9][CH2:10][N:11]([C:16]([O:18][CH2:19][CH2:20][CH2:21][CH2:22][CH3:23])=[O:17])[CH2:12][C:13]([OH:15])=[O:14])[CH:7]=1. The yield is 0.123. (2) The reactants are [N@:1]1([C:8]([O:10][C:11]([CH3:14])([CH3:13])[CH3:12])=[O:9])[CH2:3][CH:2]1[C:4]([O:6][CH3:7])=[O:5].[CH2:15]([C@H:22]([C@@H:25]([CH2:28][C:29]1[CH:34]=[CH:33][CH:32]=[CH:31][CH:30]=1)[CH2:26][OH:27])[CH2:23][OH:24])[C:16]1[CH:21]=[CH:20][CH:19]=[CH:18][CH:17]=1.B(F)(F)F.O(CC)CC. The catalyst is C(Cl)Cl. The product is [C:11]([O:10][C:8]([NH:1][C@@H:2]([CH2:3][O:24][CH2:23][C@H:22]([CH2:15][C:16]1[CH:17]=[CH:18][CH:19]=[CH:20][CH:21]=1)[C@@H:25]([CH2:28][C:29]1[CH:30]=[CH:31][CH:32]=[CH:33][CH:34]=1)[CH2:26][OH:27])[C:4]([O:6][CH3:7])=[O:5])=[O:9])([CH3:12])([CH3:13])[CH3:14]. The yield is 0.510. (3) The reactants are [O:1]1[CH2:6][CH2:5][N:4]([C:7]2[S:8][N:9]=[C:10]3[CH:15]=[C:14](Br)[CH:13]=[N:12][C:11]=23)[CH2:3][CH2:2]1.[CH3:17][O:18][C:19]1[CH:20]=[C:21](B(O)O)[CH:22]=[C:23]([O:25][CH3:26])[CH:24]=1.C([O-])([O-])=O.[K+].[K+]. The catalyst is C1C=CC([P]([Pd]([P](C2C=CC=CC=2)(C2C=CC=CC=2)C2C=CC=CC=2)([P](C2C=CC=CC=2)(C2C=CC=CC=2)C2C=CC=CC=2)[P](C2C=CC=CC=2)(C2C=CC=CC=2)C2C=CC=CC=2)(C2C=CC=CC=2)C2C=CC=CC=2)=CC=1. The product is [CH3:17][O:18][C:19]1[CH:20]=[C:21]([C:14]2[CH:13]=[N:12][C:11]3=[C:7]([N:4]4[CH2:5][CH2:6][O:1][CH2:2][CH2:3]4)[S:8][N:9]=[C:10]3[CH:15]=2)[CH:22]=[C:23]([O:25][CH3:26])[CH:24]=1. The yield is 0.700. (4) The reactants are [C:1]([C:5]1[CH:6]=[C:7]([C:16]2[CH:21]=[CH:20][C:19]([C:22]([O:24]CC)=[O:23])=[CH:18][CH:17]=2)[CH:8]=[C:9]([C:12]([CH3:15])([CH3:14])[CH3:13])[C:10]=1[OH:11])([CH3:4])([CH3:3])[CH3:2]. The catalyst is C(O)C. The product is [C:12]([C:9]1[CH:8]=[C:7]([C:16]2[CH:17]=[CH:18][C:19]([C:22]([OH:24])=[O:23])=[CH:20][CH:21]=2)[CH:6]=[C:5]([C:1]([CH3:4])([CH3:3])[CH3:2])[C:10]=1[OH:11])([CH3:13])([CH3:14])[CH3:15]. The yield is 0.470. (5) The reactants are [CH3:1][C:2]([C@H:4]1[C@@H:8]2[C@@H:9]3[C@@:22]([CH3:25])([CH2:23][CH2:24][C@@:7]2([C:31]([OH:33])=[O:32])[CH2:6][CH2:5]1)[C@@:21]1([CH3:26])[C@@H:12]([C@:13]2([CH3:30])[C@@H:18]([CH2:19][CH2:20]1)[C:17]([CH3:28])([CH3:27])[C@@H:16]([OH:29])[CH2:15][CH2:14]2)[CH2:11][CH2:10]3)=[CH2:3].C(=O)([O-])[O-].[K+].[K+].[CH2:40](Br)[C:41]1[CH:46]=[CH:45][CH:44]=[CH:43][CH:42]=1. The catalyst is CN(C=O)C. The product is [OH:29][C@H:16]1[CH2:15][CH2:14][C@@:13]2([CH3:30])[C@@H:18]([CH2:19][CH2:20][C@:21]3([CH3:26])[C@@H:12]2[CH2:11][CH2:10][C@H:9]2[C@@:22]3([CH3:25])[CH2:23][CH2:24][C@@:7]3([C:31]([O:33][CH2:40][C:41]4[CH:46]=[CH:45][CH:44]=[CH:43][CH:42]=4)=[O:32])[CH2:6][CH2:5][C@@H:4]([C:2]([CH3:1])=[CH2:3])[C@@H:8]32)[C:17]1([CH3:27])[CH3:28]. The yield is 0.970. (6) The reactants are [Cl:1][C:2]1[CH:7]=[CH:6][C:5]([N:8]2[CH:12]=[C:11]([CH:13]([CH:15]3[CH2:20][CH2:19][CH2:18][CH2:17][CH2:16]3)O)[C:10]([CH3:21])=[N:9]2)=[CH:4][CH:3]=1.[NH2:22][C:23]1[CH:28]=[CH:27][C:26]([C:29]([NH:31][CH2:32][CH2:33][C:34]([O:36]CC)=[O:35])=[O:30])=[CH:25][CH:24]=1. No catalyst specified. The product is [Cl:1][C:2]1[CH:7]=[CH:6][C:5]([N:8]2[CH:12]=[C:11]([CH:13]([NH:22][C:23]3[CH:24]=[CH:25][C:26]([C:29]([NH:31][CH2:32][CH2:33][C:34]([OH:36])=[O:35])=[O:30])=[CH:27][CH:28]=3)[CH:15]3[CH2:20][CH2:19][CH2:18][CH2:17][CH2:16]3)[C:10]([CH3:21])=[N:9]2)=[CH:4][CH:3]=1. The yield is 0.570.